This data is from Forward reaction prediction with 1.9M reactions from USPTO patents (1976-2016). The task is: Predict the product of the given reaction. (1) The product is: [NH2:1][C:4]1[CH:18]=[CH:17][C:7]([CH2:8][N:9]2[CH2:10][CH2:11][S:12](=[O:16])(=[O:15])[CH2:13][CH2:14]2)=[CH:6][CH:5]=1. Given the reactants [N+:1]([C:4]1[CH:18]=[CH:17][C:7]([CH2:8][N:9]2[CH2:14][CH2:13][S:12](=[O:16])(=[O:15])[CH2:11][CH2:10]2)=[CH:6][CH:5]=1)([O-])=O.C.O.NN, predict the reaction product. (2) Given the reactants [CH3:1][Si]([N-][Si](C)(C)C)(C)C.[Na+].[Br-].[CH3:12][C:13]([C:15]1[CH:20]=[CH:19][C:18]([O:21][CH3:22])=[CH:17][C:16]=1[F:23])=O, predict the reaction product. The product is: [F:23][C:16]1[CH:17]=[C:18]([O:21][CH3:22])[CH:19]=[CH:20][C:15]=1[C:13]([CH3:1])=[CH2:12]. (3) Given the reactants [F:1][C:2]([F:7])([F:6])[C:3]([OH:5])=[O:4].C(#N)C.[Cl-].[CH:12]1[C:25]2[C:16](=[CH:17][C:18]3[C:23]([C:24]=2[CH2:26][N+:27]([CH3:30])([CH3:29])[CH3:28])=[CH:22][CH:21]=[CH:20][CH:19]=3)[CH:15]=[CH:14][CH:13]=1, predict the reaction product. The product is: [F:1][C:2]([F:7])([F:6])[C:3]([O-:5])=[O:4].[CH:22]1[C:23]2[C:18](=[CH:17][C:16]3[C:25]([C:24]=2[CH2:26][N+:27]([CH3:30])([CH3:29])[CH3:28])=[CH:12][CH:13]=[CH:14][CH:15]=3)[CH:19]=[CH:20][CH:21]=1. (4) Given the reactants [CH3:1][CH:2]([CH2:7][CH2:8][CH:9]=[CH2:10])[CH2:3][C@@H:4]([OH:6])[CH3:5].[CH3:11][C:12]1[CH:17]=[CH:16][C:15]([S:18](Cl)(=[O:20])=[O:19])=[CH:14][CH:13]=1, predict the reaction product. The product is: [CH3:11][C:12]1[CH:17]=[CH:16][C:15]([S:18]([O:6][C@H:4]([CH2:3][CH:2]([CH3:1])[CH2:7][CH2:8][CH:9]=[CH2:10])[CH3:5])(=[O:20])=[O:19])=[CH:14][CH:13]=1. (5) Given the reactants [CH3:1][O:2][CH2:3][CH2:4][C:5]([OH:7])=O.CN(C(ON1N=NC2C=CC=NC1=2)=[N+](C)C)C.F[P-](F)(F)(F)(F)F.C(N(C(C)C)C(C)C)C.[O:41]1[CH2:46][CH2:45][O:44][CH2:43][CH:42]1[C:47]1[C:55]2[S:54][C:53]([NH2:56])=[N:52][C:51]=2[C:50]([O:57][CH3:58])=[CH:49][CH:48]=1, predict the reaction product. The product is: [O:41]1[CH2:46][CH2:45][O:44][CH2:43][CH:42]1[C:47]1[C:55]2[S:54][C:53]([NH:56][C:5](=[O:7])[CH2:4][CH2:3][O:2][CH3:1])=[N:52][C:51]=2[C:50]([O:57][CH3:58])=[CH:49][CH:48]=1. (6) Given the reactants [F:1][C:2]1[C:3]([CH:8]2[CH2:17][C:16](=O)[C:15]3[C:10](=[CH:11][C:12]([NH:20]C(=O)C)=[C:13]([CH3:19])[CH:14]=3)[O:9]2)=[N:4][CH:5]=[CH:6][CH:7]=1.C([SiH](CC)CC)C, predict the reaction product. The product is: [F:1][C:2]1[C:3]([CH:8]2[CH2:17][CH2:16][C:15]3[C:10](=[CH:11][C:12]([NH2:20])=[C:13]([CH3:19])[CH:14]=3)[O:9]2)=[N:4][CH:5]=[CH:6][CH:7]=1.